This data is from Forward reaction prediction with 1.9M reactions from USPTO patents (1976-2016). The task is: Predict the product of the given reaction. (1) Given the reactants [N:1]([CH2:4][C:5]1[CH:14]=[C:13]2[C:8]([C:9]([C:16]3[CH:21]=[CH:20][CH:19]=[C:18]([CH3:22])[CH:17]=3)=[CH:10][C:11](=[O:15])[O:12]2)=[CH:7][CH:6]=1)=[N+:2]=[N-:3].[CH2:23]([C:25]([OH:30])([CH2:28][CH3:29])[C:26]#[CH:27])[CH3:24].C1COCC1, predict the reaction product. The product is: [CH2:26]([C:25]([C:23]1[N:3]=[N:2][N:1]([CH2:4][C:5]2[CH:14]=[C:13]3[C:8]([C:9]([C:16]4[CH:21]=[CH:20][CH:19]=[C:18]([CH3:22])[CH:17]=4)=[CH:10][C:11](=[O:15])[O:12]3)=[CH:7][CH:6]=2)[CH:24]=1)([OH:30])[CH2:28][CH3:29])[CH3:27]. (2) Given the reactants [CH3:1][S:2](Cl)(=[O:4])=[O:3].[NH2:6][C:7]1[N:15]=[C:14]2[C:10]([C:11]([C:23]3[CH:28]=[CH:27][N:26]=[CH:25][CH:24]=3)=[C:12]([C:16]3[CH:21]=[CH:20][C:19]([F:22])=[CH:18][CH:17]=3)[NH:13]2)=[CH:9][CH:8]=1.CN(C1C=CC=CN=1)C.[OH-].[Na+], predict the reaction product. The product is: [CH3:1][S:2]([NH:6][C:7]1[N:15]=[C:14]2[C:10]([C:11]([C:23]3[CH:28]=[CH:27][N:26]=[CH:25][CH:24]=3)=[C:12]([C:16]3[CH:17]=[CH:18][C:19]([F:22])=[CH:20][CH:21]=3)[NH:13]2)=[CH:9][CH:8]=1)(=[O:4])=[O:3]. (3) Given the reactants I[C:2]1[C:10]([S:11][CH3:12])=[CH:9][C:5]2[O:6][CH2:7][O:8][C:4]=2[CH:3]=1.CC1C=CC2C=CC3C=CC(C)=NC=3C=2N=1.O.CC([O-])(C)C.[Na+].[CH3:36][O:37][C:38]1[CH:65]=[CH:64][C:41]([CH2:42][N:43]2[C:51]3[CH:50]=[CH:49][N:48]=[C:47]([NH2:52])[C:46]=3[N:45]=[C:44]2[S:53]C2C(C)=CC3OCOC=3C=2)=[CH:40][CH:39]=1, predict the reaction product. The product is: [CH3:36][O:37][C:38]1[CH:39]=[CH:40][C:41]([CH2:42][N:43]2[C:51]3[CH:50]=[CH:49][N:48]=[C:47]([NH2:52])[C:46]=3[N:45]=[C:44]2[S:53][C:2]2[C:10]([S:11][CH3:12])=[CH:9][C:5]3[O:6][CH2:7][O:8][C:4]=3[CH:3]=2)=[CH:64][CH:65]=1. (4) Given the reactants [CH3:1][C@@:2]1([CH2:13][N:14]2[CH2:19][CH2:18][N:17]([C:20](OC(C)(C)C)=[O:21])[CH2:16][CH2:15]2)[O:6][C:5]2=[N:7][C:8]([N+:10]([O-:12])=[O:11])=[CH:9][N:4]2[CH2:3]1.FC(F)(F)C(O)=O.C(N(CC)CC)C.C(=O)([O-])[O-].[K+].[K+].[F:47][C:48]([F:65])([F:64])[C:49]1[CH:54]=[CH:53][C:52]([CH:55]2[CH2:60][CH2:59][N:58](C(Cl)=O)[CH2:57][CH2:56]2)=[CH:51][CH:50]=1, predict the reaction product. The product is: [CH3:1][C@@:2]1([CH2:13][N:14]2[CH2:15][CH2:16][N:17]([C:20]([N:58]3[CH2:59][CH2:60][CH:55]([C:52]4[CH:53]=[CH:54][C:49]([C:48]([F:47])([F:64])[F:65])=[CH:50][CH:51]=4)[CH2:56][CH2:57]3)=[O:21])[CH2:18][CH2:19]2)[O:6][C:5]2=[N:7][C:8]([N+:10]([O-:12])=[O:11])=[CH:9][N:4]2[CH2:3]1. (5) Given the reactants [O:1]1[C:5]2[CH:6]=[CH:7][C:8]([C:10]3([C:13]([NH:15][C:16]4[CH:21]=[C:20]([C:22]5[CH:27]=[CH:26][C:25]([C:28](=[O:32])[N:29]([CH3:31])[CH3:30])=[CH:24][CH:23]=5)[C:19]([C:33](O)=[O:34])=[CH:18][CH:17]=4)=[O:14])[CH2:12][CH2:11]3)=[CH:9][C:4]=2[O:3][CH2:2]1.CN.O1CCCC1.C[CH2:44][N:45](CC)CC, predict the reaction product. The product is: [O:1]1[C:5]2[CH:6]=[CH:7][C:8]([C:10]3([C:13]([NH:15][C:16]4[CH:21]=[C:20]([C:22]5[CH:27]=[CH:26][C:25]([C:28]([N:29]([CH3:30])[CH3:31])=[O:32])=[CH:24][CH:23]=5)[C:19]([C:33]([NH:45][CH3:44])=[O:34])=[CH:18][CH:17]=4)=[O:14])[CH2:11][CH2:12]3)=[CH:9][C:4]=2[O:3][CH2:2]1. (6) Given the reactants [NH2:1][C:2]1[C:3]([C:15]([NH2:17])=[O:16])=[CH:4][C:5]2[C:13]3[C:8](=[CH:9][CH:10]=[CH:11][CH:12]=3)[NH:7][C:6]=2[N:14]=1.C(=O)([O-])[O-].[Cs+].[Cs+].I[CH:25]1[CH2:28][N:27]([C:29]([O:31][C:32]([CH3:35])([CH3:34])[CH3:33])=[O:30])[CH2:26]1, predict the reaction product. The product is: [NH2:1][C:2]1[C:3]([C:15]([NH2:17])=[O:16])=[CH:4][C:5]2[C:13]3[C:8](=[CH:9][CH:10]=[CH:11][CH:12]=3)[N:7]([CH:25]3[CH2:26][N:27]([C:29]([O:31][C:32]([CH3:35])([CH3:34])[CH3:33])=[O:30])[CH2:28]3)[C:6]=2[N:14]=1. (7) Given the reactants [CH3:1][C:2]1([CH3:19])[CH2:7][C:6]([CH3:9])([CH3:8])[CH2:5][C:4](=[N:10][NH:11][C:12]([O:14][C:15]([CH3:18])([CH3:17])[CH3:16])=[O:13])[CH2:3]1, predict the reaction product. The product is: [CH3:1][C:2]1([CH3:19])[CH2:7][C:6]([CH3:8])([CH3:9])[CH2:5][CH:4]([NH:10][NH:11][C:12]([O:14][C:15]([CH3:18])([CH3:17])[CH3:16])=[O:13])[CH2:3]1. (8) Given the reactants [CH3:1][O:2][C:3]1[CH:25]=[CH:24][C:6]([CH2:7][N:8]2[C:13]3[N:14]=[CH:15][C:16]([CH:18]=O)=[CH:17][C:12]=3[C:11]3=[N:20][CH:21]=[N:22][N:10]3[C:9]2=[O:23])=[CH:5][CH:4]=1.[CH:26]12[CH2:32][CH:29]([NH:30][CH2:31]1)[CH2:28][O:27]2.C(O)(=O)C.C([BH3-])#N.[Na+], predict the reaction product. The product is: [CH:26]12[CH2:32][CH:29]([N:30]([CH2:18][C:16]3[CH:15]=[N:14][C:13]4[N:8]([CH2:7][C:6]5[CH:5]=[CH:4][C:3]([O:2][CH3:1])=[CH:25][CH:24]=5)[C:9](=[O:23])[N:10]5[N:22]=[CH:21][N:20]=[C:11]5[C:12]=4[CH:17]=3)[CH2:31]1)[CH2:28][O:27]2. (9) Given the reactants [F:1][C:2]1[C:7]([NH:8][CH2:9][C:10]2[CH:15]=[CH:14][C:13]([F:16])=[CH:12][CH:11]=2)=[CH:6][C:5]([NH2:17])=[C:4]([N+:18]([O-])=O)[CH:3]=1.[Cl-].[NH4+].CCN(C(C)C)C(C)C.Cl[C:33]([O:35][CH2:36][CH3:37])=[O:34], predict the reaction product. The product is: [CH2:36]([O:35][C:33](=[O:34])[NH:18][C:4]1[CH:3]=[C:2]([F:1])[C:7]([NH:8][CH2:9][C:10]2[CH:15]=[CH:14][C:13]([F:16])=[CH:12][CH:11]=2)=[CH:6][C:5]=1[NH2:17])[CH3:37].